From a dataset of Merck oncology drug combination screen with 23,052 pairs across 39 cell lines. Regression. Given two drug SMILES strings and cell line genomic features, predict the synergy score measuring deviation from expected non-interaction effect. (1) Synergy scores: synergy=11.9. Cell line: UWB1289BRCA1. Drug 2: O=C(O)C1(Cc2cccc(Nc3nccs3)n2)CCC(Oc2cccc(Cl)c2F)CC1. Drug 1: O=C(CCCCCCC(=O)Nc1ccccc1)NO. (2) Drug 1: O=c1[nH]cc(F)c(=O)[nH]1. Drug 2: COC1CC2CCC(C)C(O)(O2)C(=O)C(=O)N2CCCCC2C(=O)OC(C(C)CC2CCC(OP(C)(C)=O)C(OC)C2)CC(=O)C(C)C=C(C)C(O)C(OC)C(=O)C(C)CC(C)C=CC=CC=C1C. Cell line: T47D. Synergy scores: synergy=24.2. (3) Drug 1: CC(=O)OC1C(=O)C2(C)C(O)CC3OCC3(OC(C)=O)C2C(OC(=O)c2ccccc2)C2(O)CC(OC(=O)C(O)C(NC(=O)c3ccccc3)c3ccccc3)C(C)=C1C2(C)C. Drug 2: NC1(c2ccc(-c3nc4ccn5c(=O)[nH]nc5c4cc3-c3ccccc3)cc2)CCC1. Cell line: SKMEL30. Synergy scores: synergy=32.1. (4) Drug 1: NC1(c2ccc(-c3nc4ccn5c(=O)[nH]nc5c4cc3-c3ccccc3)cc2)CCC1. Drug 2: CC1(c2nc3c(C(N)=O)cccc3[nH]2)CCCN1. Cell line: UACC62. Synergy scores: synergy=0.413. (5) Cell line: SKMES1. Synergy scores: synergy=32.2. Drug 1: NC(=O)c1cccc2cn(-c3ccc(C4CCCNC4)cc3)nc12. Drug 2: CCc1c2c(nc3ccc(O)cc13)-c1cc3c(c(=O)n1C2)COC(=O)C3(O)CC.